From a dataset of Forward reaction prediction with 1.9M reactions from USPTO patents (1976-2016). Predict the product of the given reaction. Given the reactants [N:1]1[CH:6]=[C:5]([NH:7][C:8]2[C:9]([C:19]([OH:21])=O)=[N:10][C:11]([N:14]3[CH2:18][CH2:17][CH2:16][CH2:15]3)=[CH:12][N:13]=2)[CH:4]=[N:3][CH:2]=1.[CH3:22][NH:23][C:24]([C:26]1[N:27]([CH3:32])[N:28]=[CH:29][C:30]=1[NH2:31])=[O:25], predict the reaction product. The product is: [CH3:32][N:27]1[C:26]([C:24](=[O:25])[NH:23][CH3:22])=[C:30]([NH:31][C:19]([C:9]2[C:8]([NH:7][C:5]3[CH:4]=[N:3][CH:2]=[N:1][CH:6]=3)=[N:13][CH:12]=[C:11]([N:14]3[CH2:15][CH2:16][CH2:17][CH2:18]3)[N:10]=2)=[O:21])[CH:29]=[N:28]1.